The task is: Predict the reaction yield, written as a fraction of the theoretical maximum amount of product (1.0 means a 100% yield; for example, 0.34 means a 34% yield).. This data is from Reaction yield outcomes from USPTO patents with 853,638 reactions. The reactants are Cl[CH2:2][CH2:3][O:4][C:5](=[O:30])[NH:6][C:7]1[CH:12]=[CH:11][C:10]([C:13]2[N:14]([CH2:28][CH3:29])[C:15]3[C:20]([C:21]=2[C:22]#[N:23])=[CH:19][CH:18]=[C:17]([O:24][CH:25]([CH3:27])[CH3:26])[CH:16]=3)=[CH:9][CH:8]=1.C([O-])([O-])=O.[K+].[K+].O. The catalyst is CN(C=O)C. The product is [CH2:28]([N:14]1[C:15]2[C:20](=[CH:19][CH:18]=[C:17]([O:24][CH:25]([CH3:27])[CH3:26])[CH:16]=2)[C:21]([C:22]#[N:23])=[C:13]1[C:10]1[CH:11]=[CH:12][C:7]([N:6]2[CH2:2][CH2:3][O:4][C:5]2=[O:30])=[CH:8][CH:9]=1)[CH3:29]. The yield is 0.810.